From a dataset of Catalyst prediction with 721,799 reactions and 888 catalyst types from USPTO. Predict which catalyst facilitates the given reaction. Reactant: [CH2:1]([O:3][C:4]([C:6]1[C:15](=[O:16])[C:14]2[C:9](=[C:10]([F:19])[C:11](F)=[C:12]([F:17])[CH:13]=2)[N:8]([CH:20]2[CH2:22][CH2:21]2)[CH:7]=1)=[O:5])[CH3:2].[CH3:23]N1C=CN(C)C1=O.[C:31]([O-:34])(O)=O.[Na+].CC[N:38]([CH:42]([CH3:44])C)[CH:39]([CH3:41])C. Product: [CH2:1]([O:3][C:4]([C:6]1[C:15](=[O:16])[C:14]2[C:9](=[C:10]([F:19])[C:11]([N:38]3[CH2:39][C:41](=[CH2:23])[CH2:44][C@H:42]3[CH2:31][OH:34])=[C:12]([F:17])[CH:13]=2)[N:8]([CH:20]2[CH2:22][CH2:21]2)[CH:7]=1)=[O:5])[CH3:2]. The catalyst class is: 37.